This data is from Forward reaction prediction with 1.9M reactions from USPTO patents (1976-2016). The task is: Predict the product of the given reaction. (1) Given the reactants F[C:2]1[N:11]=[CH:10][C:9]2[C:8]([NH:12][C:13]3[CH:18]=[CH:17][CH:16]=[C:15]([Br:19])[CH:14]=3)=[N:7][CH:6]=[N:5][C:4]=2[CH:3]=1.[CH3:20][O-:21].[Na+].CO, predict the reaction product. The product is: [CH3:20][O:21][C:2]1[N:11]=[CH:10][C:9]2[C:8]([NH:12][C:13]3[CH:18]=[CH:17][CH:16]=[C:15]([Br:19])[CH:14]=3)=[N:7][CH:6]=[N:5][C:4]=2[CH:3]=1. (2) Given the reactants [CH:1]([NH:4][C:5]([NH2:7])=[S:6])([CH3:3])[CH3:2].[Br:8][CH2:9][C:10](=O)[C:11]([OH:13])=[O:12], predict the reaction product. The product is: [BrH:8].[CH:1]([NH:4][C:5]1[S:6][CH:9]=[C:10]([C:11]([OH:13])=[O:12])[N:7]=1)([CH3:3])[CH3:2]. (3) Given the reactants [CH:1]1[C:9]2[C:8]3[CH:10]=[CH:11][CH:12]=[CH:13][C:7]=3[O:6][C:5]=2[C:4]([C:14]([NH:16][NH2:17])=[O:15])=[CH:3][CH:2]=1.[OH-].[K+].[C:20](=S)=[S:21].Cl, predict the reaction product. The product is: [CH:1]1[C:9]2[C:8]3[CH:10]=[CH:11][CH:12]=[CH:13][C:7]=3[O:6][C:5]=2[C:4]([C:14]2[O:15][C:20]([SH:21])=[N:17][N:16]=2)=[CH:3][CH:2]=1. (4) Given the reactants [CH3:1][O:2][C:3]1[C:8]([C:9]([OH:11])=O)=[CH:7][C:6]([C:12]([NH2:14])=[O:13])=[CH:5][CH:4]=1.[Br:15][C:16]1[CH:22]=[C:21]([O:23][C:24]([F:27])([F:26])[F:25])[CH:20]=[CH:19][C:17]=1[NH2:18], predict the reaction product. The product is: [Br:15][C:16]1[CH:22]=[C:21]([O:23][C:24]([F:26])([F:27])[F:25])[CH:20]=[CH:19][C:17]=1[NH:18][C:9](=[O:11])[C:8]1[CH:7]=[C:6]([CH:5]=[CH:4][C:3]=1[O:2][CH3:1])[C:12]([NH2:14])=[O:13]. (5) Given the reactants [CH3:1][N:2]([CH3:6])[CH2:3][CH2:4][NH2:5].F[C:8]1[CH:13]=[CH:12][C:11]([NH:14][C:15]([NH:17][C:18]2[CH:23]=[CH:22][C:21]([O:24][C:25]3[CH:30]=[CH:29][CH:28]=[CH:27][CH:26]=3)=[CH:20][CH:19]=2)=[O:16])=[CH:10][C:9]=1[N+:31]([O-:33])=[O:32].ClCCl.C(=O)([O-])[O-].[Na+].[Na+], predict the reaction product. The product is: [CH3:1][N:2]([CH3:6])[CH2:3][CH2:4][NH:5][C:8]1[CH:13]=[CH:12][C:11]([NH:14][C:15]([NH:17][C:18]2[CH:19]=[CH:20][C:21]([O:24][C:25]3[CH:30]=[CH:29][CH:28]=[CH:27][CH:26]=3)=[CH:22][CH:23]=2)=[O:16])=[CH:10][C:9]=1[N+:31]([O-:33])=[O:32]. (6) Given the reactants [C:1]([O:5][C:6]1[CH:14]=[CH:13][C:12]([NH:15][C:16]([O:18][C:19]([CH3:22])([CH3:21])[CH3:20])=[O:17])=[CH:11][C:7]=1[C:8]([OH:10])=[O:9])([CH3:4])([CH3:3])[CH3:2].C1CCC(N=C=NC2CCCCC2)CC1.O[C:39]1[CH:44]=[CH:43][C:42]([C:45]2[S:49][S:48][C:47](=[S:50])[CH:46]=2)=[CH:41][CH:40]=1, predict the reaction product. The product is: [C:1]([O:5][C:6]1[CH:14]=[CH:13][C:12]([NH:15][C:16]([O:18][C:19]([CH3:22])([CH3:21])[CH3:20])=[O:17])=[CH:11][C:7]=1[C:8]([O:10][C:39]1[CH:40]=[CH:41][C:42]([C:45]2[S:49][S:48][C:47](=[S:50])[CH:46]=2)=[CH:43][CH:44]=1)=[O:9])([CH3:4])([CH3:3])[CH3:2]. (7) Given the reactants Cl[C:2]1[C:8]2[CH:9]=[CH:10][CH:11]=[CH:12][C:7]=2[O:6][C:5]2[CH:13]=[CH:14][CH:15]=[CH:16][C:4]=2[N:3]=1.[CH2:17]1[CH2:21]O[CH2:19][CH2:18]1.[Cl-].[Mg+2].[Cl-], predict the reaction product. The product is: [CH2:21]([C:2]1[C:8]2[CH:9]=[CH:10][CH:11]=[CH:12][C:7]=2[O:6][C:5]2[CH:13]=[CH:14][CH:15]=[CH:16][C:4]=2[N:3]=1)[CH2:17][CH2:18][CH3:19]. (8) The product is: [I:13][C:3]1[C:4]2[C:9](=[CH:8][C:7]([C:10]([NH2:12])=[O:11])=[CH:6][CH:5]=2)[NH:1][N:2]=1. Given the reactants [NH:1]1[C:9]2[C:4](=[CH:5][CH:6]=[C:7]([C:10]([NH2:12])=[O:11])[CH:8]=2)[CH:3]=[N:2]1.[I:13]I.[OH-].[K+], predict the reaction product. (9) Given the reactants [CH2:1]([NH:8][CH2:9][CH2:10][N:11]1[C:20]2[C:15]([C:16](=[O:22])[NH:17][C:18](=[O:21])[N:19]=2)=[N:14][C:13]2[CH:23]=[C:24]([CH3:28])[C:25]([CH3:27])=[CH:26][C:12]1=2)[C:2]1[CH:7]=[CH:6][CH:5]=[CH:4][CH:3]=1.[C:29](O[C:29]([O:31][C:32]([CH3:35])([CH3:34])[CH3:33])=[O:30])([O:31][C:32]([CH3:35])([CH3:34])[CH3:33])=[O:30].CCN(CC)CC, predict the reaction product. The product is: [CH2:1]([N:8]([CH2:9][CH2:10][N:11]1[C:20]2[C:15]([C:16](=[O:22])[NH:17][C:18](=[O:21])[N:19]=2)=[N:14][C:13]2[CH:23]=[C:24]([CH3:28])[C:25]([CH3:27])=[CH:26][C:12]1=2)[C:29](=[O:30])[O:31][C:32]([CH3:35])([CH3:34])[CH3:33])[C:2]1[CH:3]=[CH:4][CH:5]=[CH:6][CH:7]=1.